Dataset: HIV replication inhibition screening data with 41,000+ compounds from the AIDS Antiviral Screen. Task: Binary Classification. Given a drug SMILES string, predict its activity (active/inactive) in a high-throughput screening assay against a specified biological target. (1) The compound is Cc1ccc(S(=O)(=O)NN=Cc2oc(-c3ccccc3Cl)c(-c3ccccc3Cl)c2[N+](=O)[O-])cc1. The result is 0 (inactive). (2) The compound is COc1ccc(C(=O)C(c2ccc(OC)cc2)C2OC(=O)C(Cl)=C2Cl)cc1. The result is 0 (inactive).